Dataset: CYP3A4 inhibition data for predicting drug metabolism from PubChem BioAssay. Task: Regression/Classification. Given a drug SMILES string, predict its absorption, distribution, metabolism, or excretion properties. Task type varies by dataset: regression for continuous measurements (e.g., permeability, clearance, half-life) or binary classification for categorical outcomes (e.g., BBB penetration, CYP inhibition). Dataset: cyp3a4_veith. (1) The drug is CC(C)NCCOCCSc1ccc(Cl)cc1.O=C(O)C(=O)O. The result is 0 (non-inhibitor). (2) The drug is COc1ccc(NC(=O)CSc2nc(C)c3c(c2C#N)CCCC3)cc1. The result is 1 (inhibitor).